From a dataset of Full USPTO retrosynthesis dataset with 1.9M reactions from patents (1976-2016). Predict the reactants needed to synthesize the given product. (1) Given the product [CH:1]1([CH2:4][O:5][C:6]2[CH:14]=[CH:13][C:9]3[O:10][CH2:11][O:12][C:8]=3[C:7]=2[C:15]2[C:16]3[NH:23][C:22]([CH3:24])=[C:21]([C:25]([NH:37][C@H:38]([CH2:66][C:67]4[CH:72]=[CH:71][CH:70]=[CH:69][CH:68]=4)[C:39]([N:41]4[CH2:42][CH2:43][CH:44]([N:47]5[C:52](=[O:53])[C:51]([CH3:55])([CH3:54])[CH2:50][C:49]([C:56]6[CH:61]=[CH:60][C:59]([O:62][CH3:63])=[C:58]([O:64][CH3:65])[CH:57]=6)=[N:48]5)[CH2:45][CH2:46]4)=[O:40])=[O:26])[C:17]=3[N:18]=[CH:19][N:20]=2)[CH2:3][CH2:2]1, predict the reactants needed to synthesize it. The reactants are: [CH:1]1([CH2:4][O:5][C:6]2[CH:14]=[CH:13][C:9]3[O:10][CH2:11][O:12][C:8]=3[C:7]=2[C:15]2[C:16]3[NH:23][C:22]([CH3:24])=[C:21]([C:25](O)=[O:26])[C:17]=3[N:18]=[CH:19][N:20]=2)[CH2:3][CH2:2]1.CCN(C(C)C)C(C)C.[NH2:37][C@H:38]([CH2:66][C:67]1[CH:72]=[CH:71][CH:70]=[CH:69][CH:68]=1)[C:39]([N:41]1[CH2:46][CH2:45][CH:44]([N:47]2[C:52](=[O:53])[C:51]([CH3:55])([CH3:54])[CH2:50][C:49]([C:56]3[CH:61]=[CH:60][C:59]([O:62][CH3:63])=[C:58]([O:64][CH3:65])[CH:57]=3)=[N:48]2)[CH2:43][CH2:42]1)=[O:40].CCOC(C(C#N)=NOC(N1CCOCC1)=[N+](C)C)=O.F[P-](F)(F)(F)(F)F.C(=O)(O)[O-].[Na+]. (2) The reactants are: Br[C:2]1[N:3]=[C:4]([C:7]2[CH:12]=[C:11]([C:13]3[CH:18]=[CH:17][C:16]([C:19]([F:22])([F:21])[F:20])=[CH:15][CH:14]=3)[CH:10]=[C:9]([CH3:23])[N:8]=2)[S:5][CH:6]=1.[C:24]([NH:28][S:29]([C:32]1[CH:33]=[C:34](B(O)O)[CH:35]=[CH:36][CH:37]=1)(=[O:31])=[O:30])([CH3:27])([CH3:26])[CH3:25]. Given the product [C:24]([NH:28][S:29]([C:32]1[CH:33]=[CH:34][CH:35]=[C:36]([C:2]2[N:3]=[C:4]([C:7]3[CH:12]=[C:11]([C:13]4[CH:18]=[CH:17][C:16]([C:19]([F:22])([F:21])[F:20])=[CH:15][CH:14]=4)[CH:10]=[C:9]([CH3:23])[N:8]=3)[S:5][CH:6]=2)[CH:37]=1)(=[O:31])=[O:30])([CH3:27])([CH3:25])[CH3:26], predict the reactants needed to synthesize it.